From a dataset of Reaction yield outcomes from USPTO patents with 853,638 reactions. Predict the reaction yield, written as a fraction of the theoretical maximum amount of product (1.0 means a 100% yield; for example, 0.34 means a 34% yield). (1) The reactants are F[P-](F)(F)(F)(F)F.N1(OC(N(C)C)=[N+](C)C)C2N=CC=CC=2N=N1.[C:25]([O:29][C:30]([NH:32][C@H:33]1[CH2:38][CH2:37][C@H:36]([CH2:39][CH2:40][C:41]([OH:43])=[O:42])[CH2:35][CH2:34]1)=[O:31])([CH3:28])([CH3:27])[CH3:26].O[C:45]1[CH:46]=[N:47][C:48]2[C:53]([C:54]=1[CH:55]=O)=[CH:52][C:51]([O:57][CH3:58])=[CH:50][CH:49]=2.N1(C2CCCCCCCCCC2)CCCN=CCCCCC1. The catalyst is CN(C)C=O.C(OCC)(=O)C. The product is [C:25]([O:29][C:30](=[O:31])[NH:32][C@H:33]1[CH2:34][CH2:35][C@H:36]([CH2:39][C:40]2[C:41](=[O:43])[O:42][C:45]3[CH:46]=[N:47][C:48]4[C:53]([C:54]=3[CH:55]=2)=[CH:52][C:51]([O:57][CH3:58])=[CH:50][CH:49]=4)[CH2:37][CH2:38]1)([CH3:28])([CH3:26])[CH3:27]. The yield is 0.340. (2) The yield is 0.650. The product is [F:1][C:2]1[CH:3]=[C:4]([CH:19]=[CH:20][CH:21]=1)[CH2:5][O:6][C:7]1[CH:8]=[C:9]2[C:10]([C:11](=[O:13])[N:44]([CH2:78][C:82]([NH2:69])=[O:81])[C:30]([CH3:29])=[N:16]2)=[CH:14][CH:15]=1. The catalyst is O. The reactants are [F:1][C:2]1[CH:3]=[C:4]([CH:19]=[CH:20][CH:21]=1)[CH2:5][O:6][C:7]1[CH:15]=[CH:14][C:10]([C:11]([OH:13])=O)=[C:9]([N+:16]([O-])=O)[CH:8]=1.FC1C=C(C=CC=1)COC(=O)[C:29]1C=CC(OCC2C=CC=C(F)C=2)=C[C:30]=1[N+:44]([O-])=O.COC(=O)C1C=CC(OCC2C=CC=C(F)C=2)=CC=1[N+:69]([O-])=O.O.[OH-].[Li+].[OH-].[Na+].[CH2:78]1[CH2:82][O:81]CC1. (3) The reactants are [Si:1]([O:8][C@H:9]1[CH2:13][C@H:12]([O:14][C:15]2[CH:20]=[CH:19][N:18]=[C:17]([NH:21][C@@H:22]3[C:30]4[C:25](=[CH:26][C:27]([Cl:31])=[CH:28][CH:29]=4)[C:24]([CH3:33])([CH3:32])[CH2:23]3)[CH:16]=2)[CH2:11][C@H:10]1[CH2:34][OH:35])([C:4]([CH3:7])([CH3:6])[CH3:5])([CH3:3])[CH3:2].Cl[S:37]([NH2:40])(=[O:39])=[O:38].CCOC(C)=O.CCN(CC)CC. The catalyst is CC(N(C)C)=O.C(#N)C. The product is [S:37](=[O:39])(=[O:38])([O:35][CH2:34][C@@H:10]1[CH2:11][C@@H:12]([O:14][C:15]2[CH:20]=[CH:19][N:18]=[C:17]([NH:21][C@@H:22]3[C:30]4[C:25](=[CH:26][C:27]([Cl:31])=[CH:28][CH:29]=4)[C:24]([CH3:33])([CH3:32])[CH2:23]3)[CH:16]=2)[CH2:13][C@@H:9]1[O:8][Si:1]([C:4]([CH3:7])([CH3:6])[CH3:5])([CH3:3])[CH3:2])[NH2:40]. The yield is 0.890. (4) The reactants are [F:1][C:2]1[CH:7]=[CH:6][C:5]([N:8]2[C:17]3[C:12](=[CH:13][C:14]([C:18]#[C:19][Si](C)(C)C)=[CH:15][CH:16]=3)[C:11](=[O:24])[C:10]([C:25]([O:27][CH2:28][CH3:29])=[O:26])=[CH:9]2)=[CH:4][CH:3]=1.CCCC[N+](CCCC)(CCCC)CCCC.[F-]. The catalyst is C1COCC1. The product is [C:18]([C:14]1[CH:13]=[C:12]2[C:17](=[CH:16][CH:15]=1)[N:8]([C:5]1[CH:6]=[CH:7][C:2]([F:1])=[CH:3][CH:4]=1)[CH:9]=[C:10]([C:25]([O:27][CH2:28][CH3:29])=[O:26])[C:11]2=[O:24])#[CH:19]. The yield is 0.650. (5) The reactants are [Br:1][C:2]1[C:3]([O:12][C@H:13]2[CH2:18][CH2:17][C@@H:16]([CH:19]([CH3:21])[CH3:20])[CH2:15][CH2:14]2)=[N:4][C:5]([CH3:11])=[C:6]([N+:8]([O-])=O)[CH:7]=1.[Cl-].[NH4+]. The catalyst is CCO.O.[Fe]. The product is [Br:1][C:2]1[CH:7]=[C:6]([NH2:8])[C:5]([CH3:11])=[N:4][C:3]=1[O:12][C@H:13]1[CH2:14][CH2:15][C@@H:16]([CH:19]([CH3:20])[CH3:21])[CH2:17][CH2:18]1. The yield is 1.01.